From a dataset of Full USPTO retrosynthesis dataset with 1.9M reactions from patents (1976-2016). Predict the reactants needed to synthesize the given product. The reactants are: [H][H].C([O:10][C:11]1[CH:16]=[C:15]([CH3:17])[N:14]=[C:13]2[C:18]([C:22]3[CH:27]=[CH:26][C:25]([N:28]4[CH:32]=[CH:31][CH:30]=[N:29]4)=[CH:24][C:23]=3[CH3:33])=[N:19][N:20]([CH3:21])[C:12]=12)C1C=CC=CC=1. Given the product [CH3:21][N:20]1[C:12]2[C:13](=[N:14][C:15]([CH3:17])=[CH:16][C:11]=2[OH:10])[C:18]([C:22]2[CH:27]=[CH:26][C:25]([N:28]3[CH:32]=[CH:31][CH:30]=[N:29]3)=[CH:24][C:23]=2[CH3:33])=[N:19]1, predict the reactants needed to synthesize it.